Dataset: Forward reaction prediction with 1.9M reactions from USPTO patents (1976-2016). Task: Predict the product of the given reaction. (1) The product is: [F:1][C:2]([F:7])([F:6])[C:3]([OH:5])=[O:4].[NH:8]1[CH2:12][CH2:11][C@H:10]([C:13]([O:15][CH2:16][C:17]2[CH:22]=[CH:21][CH:20]=[CH:19][CH:18]=2)=[O:14])[CH2:9]1. Given the reactants [F:1][C:2]([F:7])([F:6])[C:3]([OH:5])=[O:4].[N:8]1(C(OC(C)(C)C)=O)[CH2:12][CH2:11][C@H:10]([C:13]([O:15][CH2:16][C:17]2[CH:22]=[CH:21][CH:20]=[CH:19][CH:18]=2)=[O:14])[CH2:9]1, predict the reaction product. (2) Given the reactants [CH3:1][O:2][C:3](=[O:18])[C:4]1[CH:9]=[CH:8][C:7]([CH2:10][CH2:11][CH2:12]OS(C)(=O)=O)=[CH:6][CH:5]=1.[C:19]([O:23][C:24](=[O:32])[NH:25][CH:26]1[CH2:31][CH2:30][CH2:29][NH:28][CH2:27]1)([CH3:22])([CH3:21])[CH3:20].C(=O)([O-])[O-].[K+].[K+].[I-].[Na+], predict the reaction product. The product is: [CH3:1][O:2][C:3](=[O:18])[C:4]1[CH:9]=[CH:8][C:7]([CH2:10][CH2:11][CH2:12][N:28]2[CH2:29][CH2:30][CH2:31][CH:26]([NH:25][C:24]([O:23][C:19]([CH3:22])([CH3:21])[CH3:20])=[O:32])[CH2:27]2)=[CH:6][CH:5]=1. (3) Given the reactants [CH3:1][Si](C=[N+]=[N-])(C)C.[C:8]([O:12][C:13]([N:15]([CH3:33])[CH2:16][CH2:17][O:18][CH2:19][CH2:20][O:21][CH2:22][CH2:23][O:24][CH2:25][CH2:26][O:27][CH2:28][CH2:29][C:30]([OH:32])=[O:31])=[O:14])([CH3:11])([CH3:10])[CH3:9].C(O)(=O)C, predict the reaction product. The product is: [C:8]([O:12][C:13]([N:15]([CH3:33])[CH2:16][CH2:17][O:18][CH2:19][CH2:20][O:21][CH2:22][CH2:23][O:24][CH2:25][CH2:26][O:27][CH2:28][CH2:29][C:30]([O:32][CH3:1])=[O:31])=[O:14])([CH3:11])([CH3:10])[CH3:9]. (4) The product is: [Cl:31][C:32]1[CH:40]=[CH:39][CH:38]=[C:37]([Cl:41])[C:33]=1[C:34]([NH:19][C@H:18]([C:20]([O:22][CH3:23])=[O:21])[CH2:17][C:15]1[S:16][C:12]([CH2:11][CH2:10][CH2:9][C:7]2[CH:6]=[CH:5][CH:4]=[C:3]([NH:2][CH3:1])[N:8]=2)=[CH:13][CH:14]=1)=[O:35]. Given the reactants [CH3:1][NH:2][C:3]1[N:8]=[C:7]([CH2:9][CH2:10][CH2:11][C:12]2[S:16][C:15]([CH2:17][C@@H:18]([C:20]([O:22][CH3:23])=[O:21])[NH2:19])=[CH:14][CH:13]=2)[CH:6]=[CH:5][CH:4]=1.CN1CCOCC1.[Cl:31][C:32]1[CH:40]=[CH:39][CH:38]=[C:37]([Cl:41])[C:33]=1[C:34](O)=[O:35].CN(C(ON1N=NC2C=CC=CC1=2)=[N+](C)C)C.[B-](F)(F)(F)F, predict the reaction product. (5) Given the reactants [F:1][C:2]1[CH:18]=[CH:17][C:5]([CH2:6][C:7]2[CH:8]=[C:9]([O:15]C)[C:10]([O:13]C)=[N:11][CH:12]=2)=[CH:4][CH:3]=1.B(Br)(Br)Br, predict the reaction product. The product is: [F:1][C:2]1[CH:3]=[CH:4][C:5]([CH2:6][C:7]2[CH:8]=[C:9]([OH:15])[C:10](=[O:13])[NH:11][CH:12]=2)=[CH:17][CH:18]=1. (6) Given the reactants N[C:2]1[C:7]([NH2:8])=[C:6]([OH:9])[N:5]=[CH:4][N:3]=1.[C:10](=O)([O-])O.[Na+].[CH2:15]([O:19][C:20]1[CH:28]=[CH:27][C:23]([C:24](Cl)=[O:25])=[CH:22][C:21]=1[N+:29]([O-:31])=[O:30])[CH:16]([CH3:18])[CH3:17].CC(OCC1C2C(=CC=CC=2)C(COC(C)=O)=C2C=1C=CC=C2)=O.Cl, predict the reaction product. The product is: [NH2:3][C:2]1[C:7]([NH:8][C:24](=[O:25])[C:23]2[CH:27]=[CH:28][C:20]([O:19][CH2:15][CH:16]([CH3:18])[CH3:17])=[C:21]([N+:29]([O-:31])=[O:30])[CH:22]=2)=[C:6]([OH:9])[N:5]=[CH:4][CH:10]=1. (7) The product is: [Cl:5][C:6]1[C:14]2[N:13]=[C:12]3[N:15]([C:19]4[C:24]([CH3:25])=[N:23][C:22]([CH2:1][CH3:2])=[N:21][C:20]=4[CH3:27])[CH2:16][CH2:17][CH2:18][N:11]3[C:10]=2[C:9]([CH:28]([O:33][CH:34]([F:35])[F:36])[C:29]([F:32])([F:31])[F:30])=[CH:8][CH:7]=1. Given the reactants [CH2:1]([Mg]Cl)[CH3:2].[Cl:5][C:6]1[C:14]2[N:13]=[C:12]3[N:15]([C:19]4[C:20]([CH3:27])=[N:21][C:22](Cl)=[N:23][C:24]=4[CH3:25])[CH2:16][CH2:17][CH2:18][N:11]3[C:10]=2[C:9]([CH:28]([O:33][CH:34]([F:36])[F:35])[C:29]([F:32])([F:31])[F:30])=[CH:8][CH:7]=1.FC(F)(F)C(O)=O, predict the reaction product.